From a dataset of Full USPTO retrosynthesis dataset with 1.9M reactions from patents (1976-2016). Predict the reactants needed to synthesize the given product. (1) Given the product [N:18]1([CH2:17][CH2:16][CH2:15][CH2:14][C:11]2[N:10]=[CH:9][C:8]([B:23]([OH:27])[OH:24])=[CH:13][N:12]=2)[CH:22]=[CH:21][N:20]=[N:19]1, predict the reactants needed to synthesize it. The reactants are: O1CCOCC1.Br[C:8]1[CH:9]=[N:10][C:11]([CH2:14][CH2:15][CH2:16][CH2:17][N:18]2[CH:22]=[CH:21][N:20]=[N:19]2)=[N:12][CH:13]=1.[B:23]1(B2OC(C)(C)C(C)(C)O2)[O:27]C(C)(C)C(C)(C)[O:24]1.C([O-])(=O)C.[K+]. (2) The reactants are: Cl[C:2]1[CH:7]=[C:6]([F:8])[C:5]([N+:9]([O-:11])=[O:10])=[CH:4][C:3]=1[CH3:12].[C:13]1(B(O)O)[CH:18]=[CH:17][CH:16]=[CH:15][CH:14]=1.P([O-])([O-])([O-])=O.[K+].[K+].[K+]. Given the product [F:8][C:6]1[C:5]([N+:9]([O-:11])=[O:10])=[CH:4][C:3]([CH3:12])=[C:2]([C:13]2[CH:18]=[CH:17][CH:16]=[CH:15][CH:14]=2)[CH:7]=1, predict the reactants needed to synthesize it.